The task is: Predict the reactants needed to synthesize the given product.. This data is from Full USPTO retrosynthesis dataset with 1.9M reactions from patents (1976-2016). (1) Given the product [Cl:8][C:6]1[CH:7]=[C:2]([C:14]2[CH2:15][CH2:16][O:11][CH2:12][CH:13]=2)[C:3](=[O:10])[N:4]([CH3:9])[N:5]=1, predict the reactants needed to synthesize it. The reactants are: Br[C:2]1[C:3](=[O:10])[N:4]([CH3:9])[N:5]=[C:6]([Cl:8])[CH:7]=1.[O:11]1[CH2:16][CH:15]=[C:14](B2OC(C)(C)C(C)(C)O2)[CH2:13][CH2:12]1.C(Cl)Cl.C([O-])([O-])=O.[Na+].[Na+]. (2) Given the product [F:1][C:2]1[CH:10]=[C:9]2[C:5]([CH:6]=[N:7][N:8]2[CH:11]2[CH2:16][CH2:15][CH2:14][CH2:13][O:12]2)=[CH:4][C:3]=1[CH2:17][NH2:18], predict the reactants needed to synthesize it. The reactants are: [F:1][C:2]1[CH:10]=[C:9]2[C:5]([CH:6]=[N:7][N:8]2[CH:11]2[CH2:16][CH2:15][CH2:14][CH2:13][O:12]2)=[CH:4][C:3]=1[C:17]#[N:18]. (3) Given the product [NH:1]1[C:2]2[C:3](=[CH:4][C:5]([C:6]([O:8][CH3:9])=[O:7])=[CH:10][CH:11]=2)[CH:12]=[N:13]1, predict the reactants needed to synthesize it. The reactants are: [NH2:1][C:2]1[CH:11]=[CH:10][C:5]([C:6]([O:8][CH3:9])=[O:7])=[CH:4][C:3]=1[CH3:12].[N:13]([O-])=O.[Na+].CC(O[K])=O.C1OCCOCCOCCOCCOCCOC1. (4) Given the product [CH3:12][NH:13][C:3]1[CH:8]=[CH:7][N:6]=[CH:5][C:4]=1[N+:9]([O-:11])=[O:10], predict the reactants needed to synthesize it. The reactants are: CO[C:3]1[CH:8]=[CH:7][N:6]=[CH:5][C:4]=1[N+:9]([O-:11])=[O:10].[CH3:12][NH2:13]. (5) Given the product [CH3:1][NH:2][C@@H:3]1[CH2:8][CH2:7][C@H:6]([C:9]([OH:11])=[O:10])[CH2:5][CH2:4]1, predict the reactants needed to synthesize it. The reactants are: [CH3:1][NH:2][C@@H:3]1[CH2:8][CH2:7][C@H:6]([C:9]([O:11]C)=[O:10])[CH2:5][CH2:4]1.[OH-].[Na+]. (6) Given the product [CH2:2]=[CH:3][C:4](=[CH2:7])[CH3:5].[CH2:21]=[CH:16][CH:17]=[CH2:18], predict the reactants needed to synthesize it. The reactants are: [Pr].[CH2:2]=[CH:3][CH:4]=[CH2:5].[H-].[CH2:7]([Al+]CC(C)C)C(C)C.[C:16]1([Si]([C:16]2[CH:21]=CC=[CH:18][CH:17]=2)([C:16]2[CH:21]=CC=[CH:18][CH:17]=2)O)[CH:21]=CC=[CH:18][CH:17]=1.C(Br)C=C.[Nd].